Dataset: Reaction yield outcomes from USPTO patents with 853,638 reactions. Task: Predict the reaction yield, written as a fraction of the theoretical maximum amount of product (1.0 means a 100% yield; for example, 0.34 means a 34% yield). (1) The reactants are Br[C:2]1[CH:7]=[CH:6][C:5]([C:8]2[O:9][C:10]([CH3:20])=[C:11]([CH2:13][CH2:14][N:15]3[CH2:19][CH2:18][CH2:17][CH2:16]3)[N:12]=2)=[CH:4][CH:3]=1.C(=O)([O-])[O-].[Na+].[Na+].[CH3:27][S:28]([C:30]1[CH:35]=[CH:34][C:33](B(O)O)=[CH:32][CH:31]=1)=[O:29]. The catalyst is C1(C)C=CC=CC=1.O.C(O)C.[Pd].C1(P(C2C=CC=CC=2)C2C=CC=CC=2)C=CC=CC=1.C1(P(C2C=CC=CC=2)C2C=CC=CC=2)C=CC=CC=1.C1(P(C2C=CC=CC=2)C2C=CC=CC=2)C=CC=CC=1.C1(P(C2C=CC=CC=2)C2C=CC=CC=2)C=CC=CC=1. The product is [CH3:27][S:28]([C:30]1[CH:35]=[CH:34][C:33]([C:2]2[CH:7]=[CH:6][C:5]([C:8]3[O:9][C:10]([CH3:20])=[C:11]([CH2:13][CH2:14][N:15]4[CH2:19][CH2:18][CH2:17][CH2:16]4)[N:12]=3)=[CH:4][CH:3]=2)=[CH:32][CH:31]=1)=[O:29]. The yield is 0.300. (2) The reactants are CCN(C(C)C)C(C)C.C1C=CC2N(O)N=NC=2C=1.[CH3:20][O:21][CH2:22][C:23]([OH:25])=O.CCN=C=NCCCN(C)C.[NH2:37][C@@H:38]1[C:46]2[C:41](=[CH:42][CH:43]=[CH:44][CH:45]=2)[CH2:40][C@H:39]1[NH:47][C:48]([C:50]1[NH:54][C:53]2[C:55]([Cl:59])=[C:56]([Cl:58])[S:57][C:52]=2[CH:51]=1)=[O:49]. The catalyst is C(Cl)Cl. The product is [Cl:58][C:56]1[S:57][C:52]2[CH:51]=[C:50]([C:48]([NH:47][C@@H:39]3[CH2:40][C:41]4[C:46](=[CH:45][CH:44]=[CH:43][CH:42]=4)[C@H:38]3[NH:37][C:23](=[O:25])[CH2:22][O:21][CH3:20])=[O:49])[NH:54][C:53]=2[C:55]=1[Cl:59]. The yield is 0.200. (3) The reactants are [F:1][CH:2]([F:17])[O:3][C:4]1[N:9]=[C:8]([C:10]([NH:13]C(=O)[O-])([CH3:12])[CH3:11])[CH:7]=[CH:6][CH:5]=1.CO.O. The catalyst is C(#N)C. The product is [F:17][CH:2]([F:1])[O:3][C:4]1[N:9]=[C:8]([C:10]([NH2:13])([CH3:11])[CH3:12])[CH:7]=[CH:6][CH:5]=1. The yield is 0.920.